Dataset: Full USPTO retrosynthesis dataset with 1.9M reactions from patents (1976-2016). Task: Predict the reactants needed to synthesize the given product. Given the product [F:8][C:7]1[CH:6]=[C:5]([C:9]2[C:18]3[C:13](=[CH:14][C:15]([S:19]([NH:22][C:32]4[CH:36]=[CH:35][O:34][N:33]=4)(=[O:21])=[O:20])=[CH:16][CH:17]=3)[C:12](=[O:37])[N:11]([CH3:38])[N:10]=2)[C:4]([O:39][CH3:40])=[CH:3][C:2]=1[C:45]1[CH:46]=[CH:47][CH:48]=[C:43]([C:42]([F:53])([F:52])[F:41])[CH:44]=1, predict the reactants needed to synthesize it. The reactants are: Cl[C:2]1[C:7]([F:8])=[CH:6][C:5]([C:9]2[C:18]3[C:13](=[CH:14][C:15]([S:19]([N:22]([C:32]4[CH:36]=[CH:35][O:34][N:33]=4)CC4C=CC(OC)=CC=4)(=[O:21])=[O:20])=[CH:16][CH:17]=3)[C:12](=[O:37])[N:11]([CH3:38])[N:10]=2)=[C:4]([O:39][CH3:40])[CH:3]=1.[F:41][C:42]([F:53])([F:52])[C:43]1[CH:44]=[C:45](B(O)O)[CH:46]=[CH:47][CH:48]=1.C1(P(C2CCCCC2)C2C=CC=CC=2C2C(OC)=CC=CC=2OC)CCCCC1.P([O-])([O-])([O-])=O.[K+].[K+].[K+].OS(C(F)(F)F)(=O)=O.